This data is from Forward reaction prediction with 1.9M reactions from USPTO patents (1976-2016). The task is: Predict the product of the given reaction. (1) Given the reactants [N+:1]([C:4]1[CH:9]=[CH:8][C:7]([N:10]2[CH2:15][CH2:14][NH:13][CH2:12][CH2:11]2)=[CH:6][CH:5]=1)([O-:3])=[O:2].[H-].[Na+].[CH3:18][N:19]([CH3:24])[S:20](Cl)(=[O:22])=[O:21], predict the reaction product. The product is: [CH3:18][N:19]([CH3:24])[S:20]([N:13]1[CH2:14][CH2:15][N:10]([C:7]2[CH:6]=[CH:5][C:4]([N+:1]([O-:3])=[O:2])=[CH:9][CH:8]=2)[CH2:11][CH2:12]1)(=[O:22])=[O:21]. (2) Given the reactants [Cl:1][C:2]1[CH:7]=[CH:6][C:5]([C@H:8]([C:21]([N:23]2[CH2:28][CH2:27][N:26]([C:29]3[C:34]([C:35]4[CH:36]=[N:37][N:38]([CH3:40])[CH:39]=4)=[CH:33][N:32]=[C:31]4[NH:41][CH:42]=[CH:43][C:30]=34)[CH2:25][CH2:24]2)=[O:22])[CH2:9][N:10]([CH:18]([CH3:20])[CH3:19])C(=O)OC(C)(C)C)=[CH:4][CH:3]=1.C(O)(C(F)(F)F)=O, predict the reaction product. The product is: [Cl:1][C:2]1[CH:7]=[CH:6][C:5]([C@@H:8]([CH2:9][NH:10][CH:18]([CH3:20])[CH3:19])[C:21]([N:23]2[CH2:24][CH2:25][N:26]([C:29]3[C:34]([C:35]4[CH:36]=[N:37][N:38]([CH3:40])[CH:39]=4)=[CH:33][N:32]=[C:31]4[NH:41][CH:42]=[CH:43][C:30]=34)[CH2:27][CH2:28]2)=[O:22])=[CH:4][CH:3]=1. (3) Given the reactants [F:1][C:2]1[CH:3]=[C:4]([CH2:9][C:10]([OH:12])=O)[CH:5]=[C:6]([F:8])[CH:7]=1.Cl.[NH2:14][C@H:15]([C:17]([C:19]1([NH2:40])[C:25](=[O:26])[N:24]([CH2:27][CH:28]2[CH2:30][CH2:29]2)[C:23]2[CH:31]=[CH:32][CH:33]=[CH:34][C:22]=2[N:21]([CH2:35][CH:36]2[CH2:38][CH2:37]2)[C:20]1=[O:39])=[O:18])[CH3:16], predict the reaction product. The product is: [F:8][C:6]1[CH:5]=[C:4]([CH2:9][C:10]([NH:14][C@H:15]([C:17]([C:19]2([NH2:40])[C:25](=[O:26])[N:24]([CH2:27][CH:28]3[CH2:29][CH2:30]3)[C:23]3[CH:31]=[CH:32][CH:33]=[CH:34][C:22]=3[N:21]([CH2:35][CH:36]3[CH2:38][CH2:37]3)[C:20]2=[O:39])=[O:18])[CH3:16])=[O:12])[CH:3]=[C:2]([F:1])[CH:7]=1. (4) Given the reactants [OH-].[Na+].[N:3]1[CH:8]=[CH:7][C:6]([C:9]2[S:10][CH:11]=[C:12]([NH:14][C:15](=[O:33])[NH:16][C:17]3[N:22]=[C:21]([CH2:23][N:24]4[CH2:28][CH2:27][CH2:26][CH:25]4[C:29]([O:31]C)=[O:30])[CH:20]=[CH:19][CH:18]=3)[N:13]=2)=[CH:5][CH:4]=1.Cl, predict the reaction product. The product is: [N:3]1[CH:4]=[CH:5][C:6]([C:9]2[S:10][CH:11]=[C:12]([NH:14][C:15](=[O:33])[NH:16][C:17]3[N:22]=[C:21]([CH2:23][N:24]4[CH2:28][CH2:27][CH2:26][CH:25]4[C:29]([OH:31])=[O:30])[CH:20]=[CH:19][CH:18]=3)[N:13]=2)=[CH:7][CH:8]=1. (5) Given the reactants [CH2:1]([S:4][C:5]1[CH:6]=[C:7]([CH:11]=[CH:12][CH:13]=1)[C:8]([OH:10])=O)[CH:2]=[CH2:3].[NH2:14][C@H:15]([CH2:31][C:32]1[CH:37]=[C:36]([F:38])[CH:35]=[C:34]([F:39])[CH:33]=1)[C@H:16]([OH:30])[CH2:17][NH:18][C:19]1([C:22]2[CH:27]=[CH:26][CH:25]=[C:24]([CH2:28][CH3:29])[CH:23]=2)[CH2:21][CH2:20]1.CN(C(ON1N=NC2C=CC=NC1=2)=[N+](C)C)C.F[P-](F)(F)(F)(F)F.C(N(C(C)C)CC)(C)C, predict the reaction product. The product is: [CH2:1]([S:4][C:5]1[CH:6]=[C:7]([CH:11]=[CH:12][CH:13]=1)[C:8]([NH:14][C@@H:15]([CH2:31][C:32]1[CH:33]=[C:34]([F:39])[CH:35]=[C:36]([F:38])[CH:37]=1)[C@H:16]([OH:30])[CH2:17][NH:18][C:19]1([C:22]2[CH:27]=[CH:26][CH:25]=[C:24]([CH2:28][CH3:29])[CH:23]=2)[CH2:21][CH2:20]1)=[O:10])[CH:2]=[CH2:3]. (6) Given the reactants [CH3:1][C@H:2]1[C@H:7]([CH3:8])[N:6]2[N:9]=[CH:10][C:11]([N:12]3[CH2:16][CH2:15][CH2:14][C:13]3=[O:17])=[C:5]2[CH2:4][N:3]1[C:18]([O:20]C(C)(C)C)=O.C(N(C(C)C)C(C)C)C.[F:34][C:35]1[CH:36]=[C:37]([NH:43]C(=O)OC2C=CC=CC=2)[CH:38]=[C:39]([F:42])[C:40]=1[F:41], predict the reaction product. The product is: [CH3:1][C@H:2]1[C@H:7]([CH3:8])[N:6]2[N:9]=[CH:10][C:11]([N:12]3[CH2:16][CH2:15][CH2:14][C:13]3=[O:17])=[C:5]2[CH2:4][N:3]1[C:18]([NH:43][C:37]1[CH:36]=[C:35]([F:34])[C:40]([F:41])=[C:39]([F:42])[CH:38]=1)=[O:20]. (7) Given the reactants [CH3:1][O:2][C:3]1[N:8]=[CH:7][N:6]=[C:5]2[N:9](COCC[Si](C)(C)C)[N:10]=[C:11]([C:12]3[CH:13]=[N:14][CH:15]=[CH:16][CH:17]=3)[C:4]=12.CCCC[N+](CCCC)(CCCC)CCCC.[F-], predict the reaction product. The product is: [CH3:1][O:2][C:3]1[N:8]=[CH:7][N:6]=[C:5]2[NH:9][N:10]=[C:11]([C:12]3[CH:13]=[N:14][CH:15]=[CH:16][CH:17]=3)[C:4]=12. (8) Given the reactants [Br:1][C:2]1[C:3](S(C)(=O)=O)=[N:4][C:5]([NH:8][C:9]2[CH:14]=[CH:13][C:12]([F:15])=[C:11]([Cl:16])[CH:10]=2)=[N:6][CH:7]=1.C(N(CC)C(C)C)(C)C.[NH:30]1[CH2:35][CH2:34][O:33][CH2:32][CH2:31]1.O, predict the reaction product. The product is: [Br:1][C:2]1[C:3]([N:30]2[CH2:35][CH2:34][O:33][CH2:32][CH2:31]2)=[N:4][C:5]([NH:8][C:9]2[CH:14]=[CH:13][C:12]([F:15])=[C:11]([Cl:16])[CH:10]=2)=[N:6][CH:7]=1. (9) Given the reactants [F:1][C:2]1[CH:7]=[C:6]([F:8])[CH:5]=[C:4]([O:9][CH2:10][O:11][CH3:12])[C:3]=1[F:13].[CH2:14]([Li])CCC.CCCCCC.CI, predict the reaction product. The product is: [F:1][C:2]1[CH:7]=[C:6]([F:8])[C:5]([CH3:14])=[C:4]([O:9][CH2:10][O:11][CH3:12])[C:3]=1[F:13]. (10) Given the reactants Cl.[NH2:2][CH:3]1[CH2:8][CH2:7][N:6]([CH2:9][C@@H:10]([C:12]2[C:13]([CH3:22])=[C:14]3[C:18](=[CH:19][CH:20]=2)[C:17](=[O:21])[O:16][CH2:15]3)[OH:11])[CH2:5][CH2:4]1.[N:23]1([C:28]2[C:37]3[N:36]=[CH:35][CH:34]=[CH:33][C:32]=3[C:31]([C:38](O)=[O:39])=[CH:30][CH:29]=2)[CH:27]=[N:26][N:25]=[N:24]1, predict the reaction product. The product is: [OH:11][C@H:10]([C:12]1[C:13]([CH3:22])=[C:14]2[C:18](=[CH:19][CH:20]=1)[C:17](=[O:21])[O:16][CH2:15]2)[CH2:9][N:6]1[CH2:7][CH2:8][CH:3]([NH:2][C:38]([C:31]2[C:32]3[CH:33]=[CH:34][CH:35]=[N:36][C:37]=3[C:28]([N:23]3[CH:27]=[N:26][N:25]=[N:24]3)=[CH:29][CH:30]=2)=[O:39])[CH2:4][CH2:5]1.